Dataset: Reaction yield outcomes from USPTO patents with 853,638 reactions. Task: Predict the reaction yield, written as a fraction of the theoretical maximum amount of product (1.0 means a 100% yield; for example, 0.34 means a 34% yield). (1) The reactants are O.O.C([O-])(=O)C.[Li+].[Si:8]([O:15][C@@H:16]1[N:22]([C:23]([O:25][CH2:26][CH:27]=[CH2:28])=[O:24])[C:21]2[CH:29]=[C:30]([O:35][Si](C(C)C)(C(C)C)C(C)C)[C:31]([O:33][CH3:34])=[CH:32][C:20]=2[C:19](=[O:46])[N:18]2[CH:47]=[C:48](/[CH:50]=[CH:51]/[CH3:52])[CH2:49][C@@H:17]12)([C:11]([CH3:14])([CH3:13])[CH3:12])([CH3:10])[CH3:9]. The catalyst is CN(C=O)C.C(OCC)(=O)C. The product is [Si:8]([O:15][C@@H:16]1[N:22]([C:23]([O:25][CH2:26][CH:27]=[CH2:28])=[O:24])[C:21]2[CH:29]=[C:30]([OH:35])[C:31]([O:33][CH3:34])=[CH:32][C:20]=2[C:19](=[O:46])[N:18]2[CH:47]=[C:48](/[CH:50]=[CH:51]/[CH3:52])[CH2:49][C@@H:17]12)([C:11]([CH3:14])([CH3:13])[CH3:12])([CH3:9])[CH3:10]. The yield is 0.450. (2) The reactants are Br[C:2]1[CH:3]=[C:4]2[C:8](=[C:9]([CH3:11])[CH:10]=1)[C:7](=[O:12])[N:6]([CH2:13][CH:14]1[CH2:16][CH2:15]1)[CH2:5]2.CN[C@@H]1CCCC[C@H]1NC.[I-:27].[Na+]. The catalyst is C(O)CCC.C(OCC)(=O)C.[Cu]I. The product is [CH:14]1([CH2:13][N:6]2[CH2:5][C:4]3[C:8](=[C:9]([CH3:11])[CH:10]=[C:2]([I:27])[CH:3]=3)[C:7]2=[O:12])[CH2:16][CH2:15]1. The yield is 0.920. (3) The reactants are [OH:1][C:2]1[CH:7]=[C:6]([O:8][CH2:9][CH2:10][O:11][CH3:12])[CH:5]=[CH:4][C:3]=1[C:13](=[O:15])[CH3:14].C(=O)([O-])[O-].[K+].[K+].[CH2:22](Br)[C:23]1[CH:28]=[CH:27][CH:26]=[CH:25][CH:24]=1.[Cl-].[NH4+]. The catalyst is CN(C)C=O. The product is [CH2:22]([O:1][C:2]1[CH:7]=[C:6]([O:8][CH2:9][CH2:10][O:11][CH3:12])[CH:5]=[CH:4][C:3]=1[C:13](=[O:15])[CH3:14])[C:23]1[CH:28]=[CH:27][CH:26]=[CH:25][CH:24]=1. The yield is 0.970. (4) The reactants are Br[C:2]1[CH:7]=[CH:6][C:5]([C:8]2([NH:11][CH2:12][CH2:13][CH3:14])[CH2:10][CH2:9]2)=[CH:4][CH:3]=1.[CH3:15][Si:16]([C:19]#[CH:20])([CH3:18])[CH3:17]. The catalyst is C(N(CC)CC)C.[Cu]I.Cl[Pd](Cl)([P](C1C=CC=CC=1)(C1C=CC=CC=1)C1C=CC=CC=1)[P](C1C=CC=CC=1)(C1C=CC=CC=1)C1C=CC=CC=1. The product is [CH2:12]([NH:11][C:8]1([C:5]2[CH:6]=[CH:7][C:2]([C:20]#[C:19][Si:16]([CH3:18])([CH3:17])[CH3:15])=[CH:3][CH:4]=2)[CH2:10][CH2:9]1)[CH2:13][CH3:14]. The yield is 0.750. (5) The reactants are [C:1]([C:5]1[CH:11]=[CH:10][C:9]([N+:12]([O-:14])=[O:13])=[CH:8][C:6]=1N)([CH3:4])([CH3:3])[CH3:2].N([O-])=[O:16].[Na+].NC(N)=O.OS(O)(=O)=O.O. The catalyst is OS(O)(=O)=O.O. The product is [C:1]([C:5]1[CH:11]=[CH:10][C:9]([N+:12]([O-:14])=[O:13])=[CH:8][C:6]=1[OH:16])([CH3:4])([CH3:3])[CH3:2]. The yield is 0.620. (6) The catalyst is CO. The yield is 0.250. The reactants are [F:1][C:2]1[CH:7]=[CH:6][C:5]([CH:8]2[C:17](=O)[C:16]3[C:15]([C:19](OCC)=[O:20])=[CH:14][CH:13]=[CH:12][C:11]=3[NH:10][CH:9]2[C:24]2N(C)C=CN=2)=[CH:4][CH:3]=1.O.[NH2:31][NH2:32]. The product is [F:1][C:2]1[CH:7]=[CH:6][C:5]([CH:8]2[C:17]3=[N:31][NH:32][C:19](=[O:20])[C:15]4[CH:14]=[CH:13][CH:12]=[C:11]([C:16]=43)[NH:10][CH:9]2[C:24]2[CH:15]=[C:16]3[C:11](=[CH:12][CH:13]=2)[N:10]=[CH:9][CH:8]=[CH:17]3)=[CH:4][CH:3]=1. (7) The reactants are [CH:1]([C@@H:4]1[C:9](=[O:10])[N:8]([C:11]2[CH:16]=[C:15](SC)[C:14]([C:19]([O:21][CH3:22])=[O:20])=[CH:13][C:12]=2[N+:23]([O-:25])=[O:24])[CH2:7][CH2:6][N:5]1[C:26]([O:28][C:29]([CH3:32])([CH3:31])[CH3:30])=[O:27])([CH3:3])[CH3:2].[CH:33]1C=C(Cl)C=C(C(OO)=O)C=1.[O-:44][S:45]([O-:48])(=S)=O.[Na+].[Na+]. The catalyst is C(Cl)Cl. The product is [CH:1]([C@@H:4]1[C:9](=[O:10])[N:8]([C:11]2[CH:16]=[C:15]([S:45]([CH3:33])(=[O:48])=[O:44])[C:14]([C:19]([O:21][CH3:22])=[O:20])=[CH:13][C:12]=2[N+:23]([O-:25])=[O:24])[CH2:7][CH2:6][N:5]1[C:26]([O:28][C:29]([CH3:32])([CH3:30])[CH3:31])=[O:27])([CH3:3])[CH3:2]. The yield is 0.854. (8) The reactants are O[CH:2]=[C:3]1[C:11]2[C:6](=[CH:7][C:8]([CH2:12][C:13]3[CH:14]=[C:15]([NH:19][C:20]([C:22]4[S:23][CH:24]=[CH:25][CH:26]=4)=[O:21])[CH:16]=[CH:17][CH:18]=3)=[CH:9][CH:10]=2)[NH:5][C:4]1=[O:27].[CH3:28][N:29]1[CH2:34][CH2:33][N:32]([C:35]2[CH:40]=[CH:39][C:38]([NH2:41])=[CH:37][CH:36]=2)[CH2:31][CH2:30]1. The catalyst is C1COCC1. The product is [CH3:28][N:29]1[CH2:30][CH2:31][N:32]([C:35]2[CH:40]=[CH:39][C:38]([NH:41][CH:2]=[C:3]3[C:11]4[C:6](=[CH:7][C:8]([CH2:12][C:13]5[CH:14]=[C:15]([NH:19][C:20]([C:22]6[S:23][CH:24]=[CH:25][CH:26]=6)=[O:21])[CH:16]=[CH:17][CH:18]=5)=[CH:9][CH:10]=4)[NH:5][C:4]3=[O:27])=[CH:37][CH:36]=2)[CH2:33][CH2:34]1. The yield is 0.310. (9) The reactants are C([O:8][C:9]1[C:10]([C:26]2[C:35]3[C:30]4=[C:31]([CH2:36][CH2:37][O:38][C:29]4=[CH:28][CH:27]=2)[CH:32]=[CH:33][N:34]=3)=[C:11]([CH:16]([O:21][C:22]([CH3:25])([CH3:24])[CH3:23])[C:17]([O:19][CH3:20])=[O:18])[C:12]([CH3:15])=[CH:13][CH:14]=1)C1C=CC=CC=1.[H][H]. The catalyst is [Pd].C(OCC)(=O)C. The product is [C:22]([O:21][CH:16]([C:11]1[C:12]([CH3:15])=[CH:13][CH:14]=[C:9]([OH:8])[C:10]=1[C:26]1[C:35]2[C:30]3=[C:31]([CH2:36][CH2:37][O:38][C:29]3=[CH:28][CH:27]=1)[CH:32]=[CH:33][N:34]=2)[C:17]([O:19][CH3:20])=[O:18])([CH3:25])([CH3:23])[CH3:24]. The yield is 0.240. (10) The reactants are [CH3:1][C:2]([S:24][S:25][CH3:26])([CH3:23])[CH2:3][CH2:4][CH2:5][O:6][C:7]1[CH:12]=[C:11]([C:13](OCC)=[O:14])[N:10]=[C:9]([C:18](OCC)=[O:19])[CH:8]=1.[Cl-].[Ca+2].[Cl-].[BH4-].[Na+]. The catalyst is C(O)C. The product is [CH3:23][C:2]([S:24][S:25][CH3:26])([CH3:1])[CH2:3][CH2:4][CH2:5][O:6][C:7]1[CH:8]=[C:9]([CH2:18][OH:19])[N:10]=[C:11]([CH2:13][OH:14])[CH:12]=1. The yield is 0.350.